From a dataset of Full USPTO retrosynthesis dataset with 1.9M reactions from patents (1976-2016). Predict the reactants needed to synthesize the given product. (1) Given the product [NH2:16][C:13]1[CH:12]=[CH:11][CH:10]=[C:9]([C:7](=[O:8])[NH:6][O:5][C:1]([CH3:2])([CH3:3])[CH3:4])[C:14]=1[CH3:15], predict the reactants needed to synthesize it. The reactants are: [C:1]([O:5][NH:6][C:7]([C:9]1[C:14]([CH3:15])=[C:13]([N+:16]([O-])=O)[CH:12]=[CH:11][CH:10]=1)=[O:8])([CH3:4])([CH3:3])[CH3:2].C(ONC(C1C=C(C=CC=1)N)=O)(C)(C)C. (2) The reactants are: [OH:1][C:2]1[CH:10]=[CH:9][C:8]([C:11]2[N:12]([C:27]([O:29][C:30]([CH3:33])([CH3:32])[CH3:31])=[O:28])[C:13]3[C:18]([CH:19]=2)=[CH:17][C:16]([CH2:20][N:21]2[CH2:26][CH2:25][CH2:24][CH2:23][CH2:22]2)=[CH:15][CH:14]=3)=[C:7]2[C:3]=1[CH2:4][NH:5][C:6]2=[O:34].C(N(CC)CC)C.[CH3:42][O:43][C:44]1[CH:49]=[C:48]([O:50][CH3:51])[CH:47]=[CH:46][C:45]=1[S:52](Cl)(=[O:54])=[O:53]. Given the product [CH3:42][O:43][C:44]1[CH:49]=[C:48]([O:50][CH3:51])[CH:47]=[CH:46][C:45]=1[S:52]([O:1][C:2]1[CH:10]=[CH:9][C:8]([C:11]2[N:12]([C:27]([O:29][C:30]([CH3:31])([CH3:33])[CH3:32])=[O:28])[C:13]3[C:18]([CH:19]=2)=[CH:17][C:16]([CH2:20][N:21]2[CH2:26][CH2:25][CH2:24][CH2:23][CH2:22]2)=[CH:15][CH:14]=3)=[C:7]2[C:3]=1[CH2:4][NH:5][C:6]2=[O:34])(=[O:53])=[O:54], predict the reactants needed to synthesize it. (3) Given the product [C:37]([C:27]1[CH:26]=[C:25]([NH:24][C:22](=[O:23])[NH:21][C:14]2[C:15]3[C:20](=[CH:19][CH:18]=[CH:17][CH:16]=3)[C:11]([O:10][CH2:9][CH2:8][C:6]3[CH:5]=[CH:4][N:3]=[C:2]([NH:1][C:53](=[O:54])[CH2:52][O:51][CH3:50])[CH:7]=3)=[CH:12][CH:13]=2)[N:29]([C:30]2[CH:31]=[CH:32][C:33]([CH3:36])=[CH:34][CH:35]=2)[N:28]=1)([CH3:40])([CH3:39])[CH3:38], predict the reactants needed to synthesize it. The reactants are: [NH2:1][C:2]1[CH:7]=[C:6]([CH2:8][CH2:9][O:10][C:11]2[C:20]3[C:15](=[CH:16][CH:17]=[CH:18][CH:19]=3)[C:14]([NH:21][C:22]([NH:24][C:25]3[N:29]([C:30]4[CH:35]=[CH:34][C:33]([CH3:36])=[CH:32][CH:31]=4)[N:28]=[C:27]([C:37]([CH3:40])([CH3:39])[CH3:38])[CH:26]=3)=[O:23])=[CH:13][CH:12]=2)[CH:5]=[CH:4][N:3]=1.CCN(C(C)C)C(C)C.[CH3:50][O:51][CH2:52][C:53](Cl)=[O:54].